This data is from Reaction yield outcomes from USPTO patents with 853,638 reactions. The task is: Predict the reaction yield, written as a fraction of the theoretical maximum amount of product (1.0 means a 100% yield; for example, 0.34 means a 34% yield). (1) The reactants are C([C:4]1([CH:8]([O:10][CH:11]2[CH2:16][CH2:15][CH:14]([N:17]3[C:22](=[O:23])[C:21]([CH2:24][C:25]4[CH:30]=[CH:29][C:28]([C:31]5[C:32]([C:37]#[N:38])=[CH:33][CH:34]=[CH:35][CH:36]=5)=[CH:27][C:26]=4[F:39])=[C:20]([CH2:40][CH2:41][CH3:42])[N:19]4[N:43]=[CH:44][N:45]=[C:18]34)[CH2:13][CH2:12]2)[CH3:9])[CH2:7][CH2:6][CH2:5]1)(=O)C.OO.FC(F)(F)C(OC(=O)C(F)(F)F)=[O:51].C(=O)([O-])O.[Na+].S([O-])([O-])(=O)=S.[Na+].[Na+]. The catalyst is C(Cl)(Cl)Cl. The product is [F:39][C:26]1[CH:27]=[C:28]([C:31]2[C:32]([C:37]#[N:38])=[CH:33][CH:34]=[CH:35][CH:36]=2)[CH:29]=[CH:30][C:25]=1[CH2:24][C:21]1[C:22](=[O:23])[N:17]([C@H:14]2[CH2:13][CH2:12][C@H:11]([O:10][CH:8]([C:4]3([OH:51])[CH2:7][CH2:6][CH2:5]3)[CH3:9])[CH2:16][CH2:15]2)[C:18]2[N:19]([N:43]=[CH:44][N:45]=2)[C:20]=1[CH2:40][CH2:41][CH3:42]. The yield is 0.120. (2) The reactants are [CH2:1]([N:8]1[CH2:13][CH2:12][C:11](=[O:14])[CH2:10][CH2:9]1)[C:2]1[CH:7]=[CH:6][CH:5]=[CH:4][CH:3]=1.[CH3:15][Li]. The catalyst is C1COCC1. The product is [CH2:1]([N:8]1[CH2:13][CH2:12][C:11]([CH3:15])([OH:14])[CH2:10][CH2:9]1)[C:2]1[CH:3]=[CH:4][CH:5]=[CH:6][CH:7]=1. The yield is 0.590. (3) The reactants are [OH:1][C:2]1[CH:7]=[CH:6][C:5]([C:8]2[O:17][C:12]3=[N:13][CH:14]=[CH:15][CH:16]=[C:11]3[C:10](=[O:18])[CH:9]=2)=[CH:4][CH:3]=1.[CH3:19][C:20](OC(C)=O)=[O:21].N1C=CC=CC=1. The catalyst is O. The product is [C:20]([O:1][C:2]1[CH:3]=[CH:4][C:5]([C:8]2[O:17][C:12]3=[N:13][CH:14]=[CH:15][CH:16]=[C:11]3[C:10](=[O:18])[CH:9]=2)=[CH:6][CH:7]=1)(=[O:21])[CH3:19]. The yield is 0.960. (4) The reactants are F[C:2](F)(F)C(O)=O.[Cl:8][C:9]1[CH:14]=[CH:13][C:12]([C@H:15]2[N:22]3[C:18]([S:19][C:20]([C:26]([N:28]([CH2:32][C@@H:33]4[CH2:36][CH2:35][N:34]4[C:37]([O:39]C(C)(C)C)=O)[CH:29]([CH3:31])[CH3:30])=[O:27])=[C:21]3[CH:23]([CH3:25])[CH3:24])=[N:17][C@:16]2([C:45]2[CH:50]=[CH:49][C:48]([Cl:51])=[CH:47][CH:46]=2)[CH3:44])=[CH:11][CH:10]=1.C(OC(=O)C)(=O)C. The catalyst is ClCCl. The product is [C:37]([N:34]1[CH2:35][CH2:36][C@H:33]1[CH2:32][N:28]([CH:29]([CH3:30])[CH3:31])[C:26]([C:20]1[S:19][C:18]2=[N:17][C@:16]([C:45]3[CH:46]=[CH:47][C:48]([Cl:51])=[CH:49][CH:50]=3)([CH3:44])[C@@H:15]([C:12]3[CH:11]=[CH:10][C:9]([Cl:8])=[CH:14][CH:13]=3)[N:22]2[C:21]=1[CH:23]([CH3:24])[CH3:25])=[O:27])(=[O:39])[CH3:2]. The yield is 0.260.